This data is from Experimentally validated miRNA-target interactions with 360,000+ pairs, plus equal number of negative samples. The task is: Binary Classification. Given a miRNA mature sequence and a target amino acid sequence, predict their likelihood of interaction. (1) The miRNA is mmu-miR-466q with sequence GUGCACACACACACAUACGU. The protein sequence of the target gene is MGSTDTDIEELENATYKYLIGEQTEKMWQRLKGILRCLVKQLEKGDVNVVDLKKNIEYAASVLEAVYIDETRRLLDTEDELSDIQTDSVPSEVRDWLASTFTRKMGMMKKKPEEKPKFRSIVHAVQAGIFVERMYRKNYHMVGLTYPAAVIVTLKEVDKWSFDVFALNEASGEHSLKFMIYELFTRYDLINRFKIPVSCLIAFAEALEVGYSKHKNPYHNLVHAADVTQTVHYIMLHTGIMHWLTELEILAMVFAAAIHDYEHTGTTNNFHIQTRSDVAILYNDRSVLENHHVSAAYRLM.... Result: 1 (interaction). (2) The protein sequence of the target gene is MISLKVCGFIQIWSQKTGMTKLKEALIETVQRQKEIKLVVTFKSGKFIRIFQLSNNIRSVVLRHCKKRQSHLRLTLKNNVFLFIDKLSYRDAKQLNMFLDIIHQNKSQQPMKSDDDWSVFESRNMLKEIDKTSFYSICNKPSYQKMPLFMSKSPTHVKKGILENQGGKGQNTLSSDVQTNEDILKEDNPVPNKKYKTDSLKYIQSNRKNPSSLEDLEKDRDLKLGPSFNTNCNGNPNLDETVLATQTLNAKNGLTSPLEPEHSQGDPRCNKAQVPLDSHSQQLQQGFPNLGNTCYMNAVL.... Result: 0 (no interaction). The miRNA is hsa-miR-6881-3p with sequence AUCCUCUUUCGUCCUUCCCACU. (3) Result: 0 (no interaction). The miRNA is hsa-miR-4714-5p with sequence AACUCUGACCCCUUAGGUUGAU. The protein sequence of the target gene is MKKMSRNVLLQMEEEEDDDDGDIVLENLGQTIVPDLGSLESQHDFRTPEFEEFNGKPDSLFFNDGQRRIDFVLVYEDESRKETNKKGTNEKQRRKRQAYESNLICHGLQLEATRSVLDDKLVFVKVHAPWEVLCTYAEIMHIKLPLKPNDLKNRSSAFGTLNWFTKVLSVDESIIKPEQEFFTAPFEKNRMNDFYIVDRDAFFNPATRSRIVYFILSRVKYQVINNVSKFGINRLVNSGIYKAAFPLHDCKFRRQSEDPSCPNERYLLYREWAHPRSIYKKQPLDLIRKYYGEKIGIYFA.... (4) The miRNA is hsa-miR-6086 with sequence GGAGGUUGGGAAGGGCAGAG. The protein sequence of the target gene is MQAPRAALVFALVIALVPVGRGNYEELENSGDTTVESERPNKVTIPSTFAAVTIKETLNANINSTNFAPDENQLEFILMVLIPLILLVLLLLSVVFLATYYKRKRTKQEPSSQGSQSALQTYELGSENVKVPIFEEDTPSVMEIEMEELDKWMNSMNRNADFECLPTLKEEKESNHNPSDSES. Result: 1 (interaction). (5) The miRNA is mmu-miR-30e-5p with sequence UGUAAACAUCCUUGACUGGAAG. The protein sequence of the target gene is MAGWQSYVDNLMCDGCCQEAAIVGYCDAKYVWAATAGGVFQSITPVEIDMIVGKDREGFFTNGLTLGAKKCSVIRDSLYVDGDCTMDIRTKSQGGEPTYNVAVGRAGRVLVFVMGKEGVHGGGLNKKAYSMAKYLRDSGF. Result: 1 (interaction).